From a dataset of Reaction yield outcomes from USPTO patents with 853,638 reactions. Predict the reaction yield, written as a fraction of the theoretical maximum amount of product (1.0 means a 100% yield; for example, 0.34 means a 34% yield). (1) The reactants are [Li+].[OH-].[CH3:3][C:4]1[CH:9]=[CH:8][CH:7]=[C:6]([CH3:10])[C:5]=1[NH:11][C:12]([NH:14][C:15]1[C:16]([C:25]([N:27]([CH3:33])[CH2:28][C:29]([O:31]C)=[O:30])=[O:26])=[CH:17][C:18]2[C:23]([CH:24]=1)=[CH:22][CH:21]=[CH:20][CH:19]=2)=[O:13].Cl.C(OCC)(=O)C. The catalyst is O.O1CCOCC1. The product is [CH3:3][C:4]1[CH:9]=[CH:8][CH:7]=[C:6]([CH3:10])[C:5]=1[NH:11][C:12]([NH:14][C:15]1[C:16]([C:25]([N:27]([CH3:33])[CH2:28][C:29]([OH:31])=[O:30])=[O:26])=[CH:17][C:18]2[C:23]([CH:24]=1)=[CH:22][CH:21]=[CH:20][CH:19]=2)=[O:13]. The yield is 0.180. (2) The reactants are Cl[C:2]1[C:11]2[C:6](=[CH:7][C:8]([O:14][CH3:15])=[C:9]([O:12][CH3:13])[CH:10]=2)[N:5]=[CH:4][CH:3]=1.[OH:16][C:17]1[C:26]([OH:27])=[CH:25][C:24]2[C:19](=[CH:20][CH:21]=[CH:22][CH:23]=2)[N:18]=1.O. The catalyst is CN(C)C1C=CN=CC=1.ClC1C=CC=CC=1Cl. The product is [CH3:13][O:12][C:9]1[CH:10]=[C:11]2[C:6](=[CH:7][C:8]=1[O:14][CH3:15])[N:5]=[CH:4][CH:3]=[C:2]2[O:27][C:26]1[C:17]([OH:16])=[N:18][C:19]2[C:24]([CH:25]=1)=[CH:23][CH:22]=[CH:21][CH:20]=2. The yield is 0.370. (3) The reactants are [Cl:1][C:2]1[CH:7]=[CH:6][CH:5]=[C:4]([CH2:8][C:9]2[N:14]=[C:13]([Cl:15])[CH:12]=[C:11]([O:16][CH3:17])[N:10]=2)[C:3]=1[NH:18][S:19]([CH:22]([F:24])[F:23])(=[O:21])=[O:20].C(OCC)(=[O:27])C.O. The catalyst is C(O)(=O)C. The product is [Cl:1][C:2]1[CH:7]=[CH:6][CH:5]=[C:4]([C:8]([C:9]2[N:14]=[C:13]([Cl:15])[CH:12]=[C:11]([O:16][CH3:17])[N:10]=2)=[O:27])[C:3]=1[NH:18][S:19]([CH:22]([F:23])[F:24])(=[O:21])=[O:20]. The yield is 0.387.